The task is: Predict the product of the given reaction.. This data is from Forward reaction prediction with 1.9M reactions from USPTO patents (1976-2016). Given the reactants CC1(C)C(C)(C)OB([C:9]2[CH:22]=[C:21]3[C:12]([C:13]4[CH:14]=[CH:15][C:16]([C:23]5[CH:24]=[CH:25][C:26]6[N:30]=[C:29]([C@@H:31]7[C@@H:36]8[CH2:37][C@@H:33]([CH2:34][CH2:35]8)[N:32]7[C:38]([O:40][C:41]([CH3:44])([CH3:43])[CH3:42])=[O:39])[NH:28][C:27]=6[CH:45]=5)=[CH:17][C:18]=4[CH2:19][CH2:20]3)=[CH:11][CH:10]=2)O1.Br[C:48]1[NH:52][C:51]([C@@H:53]2[CH2:57][CH2:56][CH2:55][N:54]2[C:58]([O:60][C:61]([CH3:64])([CH3:63])[CH3:62])=[O:59])=[N:50][CH:49]=1.C([O-])(O)=O.[Na+], predict the reaction product. The product is: [C:61]([O:60][C:58]([N:54]1[CH2:55][CH2:56][CH2:57][C@H:53]1[C:51]1[NH:52][C:48]([C:9]2[CH:22]=[C:21]3[C:12]([C:13]4[CH:14]=[CH:15][C:16]([C:23]5[CH:24]=[CH:25][C:26]6[N:30]=[C:29]([C@@H:31]7[C@@H:36]8[CH2:37][C@@H:33]([CH2:34][CH2:35]8)[N:32]7[C:38]([O:40][C:41]([CH3:44])([CH3:42])[CH3:43])=[O:39])[NH:28][C:27]=6[CH:45]=5)=[CH:17][C:18]=4[CH2:19][CH2:20]3)=[CH:11][CH:10]=2)=[CH:49][N:50]=1)=[O:59])([CH3:64])([CH3:62])[CH3:63].